Dataset: Full USPTO retrosynthesis dataset with 1.9M reactions from patents (1976-2016). Task: Predict the reactants needed to synthesize the given product. (1) Given the product [N:19]1([CH2:18][CH2:17][O:16][C:15]2[CH:14]=[C:13]([NH:1][C:2]3[N:3]=[CH:4][C:5]([C:8]([O:10][CH3:11])=[O:9])=[CH:6][N:7]=3)[CH:26]=[CH:25][CH:24]=2)[CH2:23][CH2:22][CH2:21][CH2:20]1, predict the reactants needed to synthesize it. The reactants are: [NH2:1][C:2]1[N:7]=[CH:6][C:5]([C:8]([O:10][CH3:11])=[O:9])=[CH:4][N:3]=1.Br[C:13]1[CH:14]=[C:15]([CH:24]=[CH:25][CH:26]=1)[O:16][CH2:17][CH2:18][N:19]1[CH2:23][CH2:22][CH2:21][CH2:20]1.CC1(C)C2C(=C(P(C3C=CC=CC=3)C3C=CC=CC=3)C=CC=2)OC2C(P(C3C=CC=CC=3)C3C=CC=CC=3)=CC=CC1=2.C([O-])([O-])=O.[Cs+].[Cs+]. (2) Given the product [CH3:3][CH:2]([N:4]([CH2:21][C:20]1[CH:23]=[C:24]([F:27])[CH:25]=[CH:26][C:19]=1[C:18]([F:28])([F:17])[F:29])[C@H:5]1[CH2:9][CH2:8][N:7]([C:10]([O:12][C:13]([CH3:14])([CH3:16])[CH3:15])=[O:11])[CH2:6]1)[CH3:1], predict the reactants needed to synthesize it. The reactants are: [CH3:1][CH:2]([NH:4][C@H:5]1[CH2:9][CH2:8][N:7]([C:10]([O:12][C:13]([CH3:16])([CH3:15])[CH3:14])=[O:11])[CH2:6]1)[CH3:3].[F:17][C:18]([F:29])([F:28])[C:19]1[CH:26]=[CH:25][C:24]([F:27])=[CH:23][C:20]=1[CH2:21]Br.C(=O)([O-])[O-].[K+].[K+]. (3) Given the product [Cl:20][C:2]1[CH:7]=[C:6]([OH:8])[CH:5]=[CH:4][C:3]=1[CH2:9][C:10]([O:12][CH2:13][C:14]1[CH:19]=[CH:18][CH:17]=[CH:16][CH:15]=1)=[O:11], predict the reactants needed to synthesize it. The reactants are: Br[C:2]1[CH:7]=[C:6]([OH:8])[CH:5]=[CH:4][C:3]=1[CH2:9][C:10]([O:12][CH2:13][C:14]1[CH:19]=[CH:18][CH:17]=[CH:16][CH:15]=1)=[O:11].[ClH:20].